Dataset: Reaction yield outcomes from USPTO patents with 853,638 reactions. Task: Predict the reaction yield, written as a fraction of the theoretical maximum amount of product (1.0 means a 100% yield; for example, 0.34 means a 34% yield). The reactants are [NH2:1][C:2]1[CH:18]=[CH:17][C:16]([CH3:19])=[CH:15][C:3]=1[C:4]([NH:6][CH:7]1[CH2:12][CH2:11][C:10](=[O:13])[NH:9][C:8]1=[O:14])=[O:5].[CH:20](OC)(OC)OC.C1(C)C=CC(S(O)(=O)=O)=CC=1.CO. The catalyst is C(Cl)Cl. The product is [CH3:19][C:16]1[CH:15]=[C:3]2[C:2](=[CH:18][CH:17]=1)[N:1]=[CH:20][N:6]([CH:7]1[CH2:12][CH2:11][C:10](=[O:13])[NH:9][C:8]1=[O:14])[C:4]2=[O:5]. The yield is 0.0900.